Task: Predict the product of the given reaction.. Dataset: Forward reaction prediction with 1.9M reactions from USPTO patents (1976-2016) (1) Given the reactants Cl.[CH3:2][O:3][C:4]1[CH:9]=[CH:8][C:7]([N:10]2[CH2:15][CH2:14][N:13]([CH2:16][C:17]([OH:19])=O)[CH2:12][CH2:11]2)=[CH:6][CH:5]=1.[NH2:20][C@@H:21]([CH2:39][O:40][CH2:41][C:42]1[CH:47]=[CH:46][CH:45]=[CH:44][CH:43]=1)[C:22]([NH:24][C:25]1[CH:30]=[CH:29][C:28]([O:31][C:32]2[CH:37]=[CH:36][C:35]([F:38])=[CH:34][CH:33]=2)=[CH:27][CH:26]=1)=[O:23], predict the reaction product. The product is: [CH2:41]([O:40][CH2:39][C@H:21]([NH:20][C:17](=[O:19])[CH2:16][N:13]1[CH2:12][CH2:11][N:10]([C:7]2[CH:6]=[CH:5][C:4]([O:3][CH3:2])=[CH:9][CH:8]=2)[CH2:15][CH2:14]1)[C:22]([NH:24][C:25]1[CH:30]=[CH:29][C:28]([O:31][C:32]2[CH:37]=[CH:36][C:35]([F:38])=[CH:34][CH:33]=2)=[CH:27][CH:26]=1)=[O:23])[C:42]1[CH:47]=[CH:46][CH:45]=[CH:44][CH:43]=1. (2) Given the reactants [NH2:1][C:2]1[N:6]([CH2:7][C:8]2[CH:13]=[CH:12][C:11]([O:14][CH3:15])=[CH:10][CH:9]=2)[N:5]=[N:4][C:3]=1[C:16]([NH2:18])=[O:17].[C:19](=O)(OCC)[O:20]CC.CC(C)([O-])C.[K+].O, predict the reaction product. The product is: [CH3:15][O:14][C:11]1[CH:10]=[CH:9][C:8]([CH2:7][N:6]2[C:2]3[N:1]=[C:19]([OH:20])[N:18]=[C:16]([OH:17])[C:3]=3[N:4]=[N:5]2)=[CH:13][CH:12]=1. (3) Given the reactants [Cl:1][C:2]1[CH:28]=[CH:27][C:5]([CH2:6][N:7]2[C:15]3[C:10](=[CH:11][C:12]([CH:16]=[C:17]4[S:21][C:20](SCCC)=[N:19][C:18]4=[O:26])=[CH:13][CH:14]=3)[CH:9]=[N:8]2)=[C:4]([C:29]([F:32])([F:31])[F:30])[CH:3]=1.[N:33]1([CH:38]2[CH2:43][CH2:42][NH:41][CH2:40][CH2:39]2)[CH:37]=[N:36][N:35]=[N:34]1, predict the reaction product. The product is: [Cl:1][C:2]1[CH:28]=[CH:27][C:5]([CH2:6][N:7]2[C:15]3[C:10](=[CH:11][C:12]([CH:16]=[C:17]4[S:21][C:20]([N:41]5[CH2:42][CH2:43][CH:38]([N:33]6[CH:37]=[N:36][N:35]=[N:34]6)[CH2:39][CH2:40]5)=[N:19][C:18]4=[O:26])=[CH:13][CH:14]=3)[CH:9]=[N:8]2)=[C:4]([C:29]([F:31])([F:30])[F:32])[CH:3]=1. (4) Given the reactants [C:1](=[S:3])=S.[NH2:4][C:5]1[CH:13]=[CH:12][C:8]([C:9]([OH:11])=[O:10])=[C:7]([OH:14])[CH:6]=1.C(N(CC)CC)C.II.Cl.S([O-])([O-])=O.[Na+].[Na+].C(=O)([O-])O.[Na+], predict the reaction product. The product is: [N:4]([C:5]1[CH:13]=[CH:12][C:8]([C:9]([OH:11])=[O:10])=[C:7]([OH:14])[CH:6]=1)=[C:1]=[S:3]. (5) The product is: [CH:1]1([CH2:4][O:5][C:6]2[CH:7]=[C:8]([C:16]3[CH:17]=[N:18][C:19]([NH:31][C:32]([NH:34][CH2:35][CH3:36])=[O:33])=[CH:20][C:21]=3[C:22]3[S:23][CH:24]=[C:25]([C:27]([F:29])([F:30])[F:28])[N:26]=3)[CH:9]=[C:10]([C:12]3[O:41][C:39]([CH3:40])=[N:42][N:43]=3)[N:11]=2)[CH2:3][CH2:2]1. Given the reactants [CH:1]1([CH2:4][O:5][C:6]2[N:11]=[C:10]([C:12](OC)=O)[CH:9]=[C:8]([C:16]3[CH:17]=[N:18][C:19]([NH:31][C:32]([NH:34][CH2:35][CH3:36])=[O:33])=[CH:20][C:21]=3[C:22]3[S:23][CH:24]=[C:25]([C:27]([F:30])([F:29])[F:28])[N:26]=3)[CH:7]=2)[CH2:3][CH2:2]1.[OH-].[Li+].[C:39]([NH:42][NH2:43])(=[O:41])[CH3:40].P(Cl)(Cl)(Cl)=O.C(=O)(O)[O-].[Na+], predict the reaction product. (6) Given the reactants [OH:1][CH2:2][CH2:3][O:4][C:5]1[CH:14]=[CH:13][C:8]([O:9][CH2:10][CH2:11][OH:12])=[CH:7][CH:6]=1.[3H][3H], predict the reaction product. The product is: [OH:12][CH2:11][CH2:10][O:9][CH:8]1[CH2:13][CH2:14][CH:5]([O:4][CH2:3][CH2:2][OH:1])[CH2:6][CH2:7]1. (7) The product is: [Si:1]([O:8][CH2:9][C@H:10]1[N:14]([CH3:18])[C:13](=[O:15])[CH2:12][CH2:11]1)([C:4]([CH3:7])([CH3:6])[CH3:5])([CH3:3])[CH3:2]. Given the reactants [Si:1]([O:8][CH2:9][C@H:10]1[NH:14][C:13](=[O:15])[CH2:12][CH2:11]1)([C:4]([CH3:7])([CH3:6])[CH3:5])([CH3:3])[CH3:2].[H-].[Na+].[CH3:18]I.[NH4+].[Cl-], predict the reaction product.